Dataset: Full USPTO retrosynthesis dataset with 1.9M reactions from patents (1976-2016). Task: Predict the reactants needed to synthesize the given product. Given the product [C:1]([N:4]([C:35]1[CH:36]=[CH:37][C:38]([Cl:41])=[CH:39][CH:40]=1)[C@H:5]1[C:14]2[C:9](=[CH:10][CH:11]=[CH:12][CH:13]=2)[N:8]([C:15]([C:17]2[CH:22]=[CH:21][C:20]([CH2:23][CH2:24][CH2:25][C:26]([CH3:32])([CH3:31])[C:27]([OH:29])=[O:28])=[C:19]([F:33])[CH:18]=2)=[O:16])[C@@H:7]([CH3:34])[CH2:6]1)(=[O:3])[CH3:2], predict the reactants needed to synthesize it. The reactants are: [C:1]([N:4]([C:35]1[CH:40]=[CH:39][C:38]([Cl:41])=[CH:37][CH:36]=1)[C@H:5]1[C:14]2[C:9](=[CH:10][CH:11]=[CH:12][CH:13]=2)[N:8]([C:15]([C:17]2[CH:22]=[CH:21][C:20]([CH2:23][CH2:24][CH2:25][C:26]([CH3:32])([CH3:31])[C:27]([O:29]C)=[O:28])=[C:19]([F:33])[CH:18]=2)=[O:16])[C@@H:7]([CH3:34])[CH2:6]1)(=[O:3])[CH3:2].[OH-].[Na+].